Task: Predict which catalyst facilitates the given reaction.. Dataset: Catalyst prediction with 721,799 reactions and 888 catalyst types from USPTO Reactant: [C:1]([O:5][C:6]([N:8]1[CH2:13][C:12](=[O:14])[NH:11][C@@H:10]([CH2:15][OH:16])[CH2:9]1)=[O:7])([CH3:4])([CH3:3])[CH3:2].[CH:17]1[C:26]2[C:21](=[CH:22][CH:23]=[CH:24][CH:25]=2)[CH:20]=[CH:19][C:18]=1O.C1(P(C2C=CC=CC=2)C2C=CC=CC=2)C=CC=CC=1.N(C(OC(C)C)=O)=NC(OC(C)C)=O. Product: [C:1]([O:5][C:6]([N:8]1[CH2:13][C:12](=[O:14])[NH:11][C@@H:10]([CH2:15][O:16][C:19]2[CH:18]=[CH:17][C:26]3[C:21](=[CH:22][CH:23]=[CH:24][CH:25]=3)[CH:20]=2)[CH2:9]1)=[O:7])([CH3:4])([CH3:3])[CH3:2]. The catalyst class is: 4.